From a dataset of Forward reaction prediction with 1.9M reactions from USPTO patents (1976-2016). Predict the product of the given reaction. (1) Given the reactants C[O:2][C:3]1(OC)[CH2:9][CH2:8][CH2:7][CH2:6][CH:5]([C:10](=O)[C:11]([O:13][CH2:14][CH3:15])=[O:12])[C:4]1=O.[CH3:20][NH:21][NH2:22], predict the reaction product. The product is: [CH3:20][N:21]1[C:10]([C:11]([O:13][CH2:14][CH3:15])=[O:12])=[C:5]2[CH2:6][CH2:7][CH2:8][CH2:9][C:3](=[O:2])[C:4]2=[N:22]1. (2) Given the reactants [Br:1][C:2]1[C:11]2[C:6](=[CH:7][CH:8]=[C:9]([O:12][CH3:13])[N:10]=2)[N:5]=[CH:4][C:3]=1[NH2:14].[F:15][B-:16]([F:19])([F:18])[F:17].[N:20]#[O+], predict the reaction product. The product is: [F:15][B-:16]([F:19])([F:18])[F:17].[Br:1][C:2]1[C:11]2[C:6](=[CH:7][CH:8]=[C:9]([O:12][CH3:13])[N:10]=2)[N:5]=[CH:4][C:3]=1[N+:14]#[N:20]. (3) Given the reactants [CH3:1][C:2]1[C:3]([N+:11]([O-])=O)=[C:4]([CH:8]=[CH:9][CH:10]=1)[C:5]([OH:7])=[O:6], predict the reaction product. The product is: [NH2:11][C:3]1[C:2]([CH3:1])=[CH:10][CH:9]=[CH:8][C:4]=1[C:5]([OH:7])=[O:6]. (4) Given the reactants [F:1][C:2]([F:34])([F:33])[C:3]([NH:5][C:6]1[CH:11]=[CH:10][C:9]([S:12](=[O:25])(=[O:24])[NH:13][C:14]2[CH:15]=[CH:16][C:17]3[CH2:21][O:20][B:19]([OH:22])[C:18]=3[CH:23]=2)=[C:8](/[CH:26]=[C:27]2\[C:28](=[O:32])[O:29][CH2:30][CH2:31]\2)[CH:7]=1)=[O:4], predict the reaction product. The product is: [F:34][C:2]([F:1])([F:33])[C:3]([NH:5][C:6]1[CH:11]=[CH:10][C:9]([S:12](=[O:25])(=[O:24])[NH:13][C:14]2[CH:15]=[CH:16][C:17]3[CH2:21][O:20][B:19]([OH:22])[C:18]=3[CH:23]=2)=[C:8]([CH2:26][CH:27]2[CH2:31][CH2:30][O:29][C:28]2=[O:32])[CH:7]=1)=[O:4]. (5) Given the reactants CC1(C)[O:6][C@@H:5]([CH2:7][O:8][NH:9][C:10]([C:12]2[S:20][C:19]3[CH:18]=[CH:17][N:16]=[CH:15][C:14]=3[C:13]=2[NH:21][C:22]2[CH:27]=[CH:26][C:25]([I:28])=[CH:24][C:23]=2[F:29])=[O:11])[CH2:4][O:3]1, predict the reaction product. The product is: [OH:6][C@H:5]([CH2:4][OH:3])[CH2:7][O:8][NH:9][C:10]([C:12]1[S:20][C:19]2[CH:18]=[CH:17][N:16]=[CH:15][C:14]=2[C:13]=1[NH:21][C:22]1[CH:27]=[CH:26][C:25]([I:28])=[CH:24][C:23]=1[F:29])=[O:11]. (6) Given the reactants [F:1][C:2]1[CH:3]=[C:4]2[C:12](=[CH:13][CH:14]=1)[N:11]([CH2:15][C:16]1[CH:25]=[CH:24][C:19]([C:20]([O:22][CH3:23])=[O:21])=[CH:18][CH:17]=1)[C:10]1[CH2:9][CH2:8][C:7](=[CH2:26])[C:6](=[O:27])[C:5]2=1.[CH3:28][N:29]1[CH2:34][CH2:33][NH:32][CH2:31][CH2:30]1, predict the reaction product. The product is: [F:1][C:2]1[CH:3]=[C:4]2[C:12](=[CH:13][CH:14]=1)[N:11]([CH2:15][C:16]1[CH:25]=[CH:24][C:19]([C:20]([O:22][CH3:23])=[O:21])=[CH:18][CH:17]=1)[C:10]1[CH2:9][CH2:8][CH:7]([CH2:26][N:32]3[CH2:33][CH2:34][N:29]([CH3:28])[CH2:30][CH2:31]3)[C:6](=[O:27])[C:5]2=1.